This data is from Reaction yield outcomes from USPTO patents with 853,638 reactions. The task is: Predict the reaction yield, written as a fraction of the theoretical maximum amount of product (1.0 means a 100% yield; for example, 0.34 means a 34% yield). (1) The reactants are C(OC(=O)[NH:5][C:6]1[C:11]([F:12])=[CH:10][CH:9]=[C:8]([O:13][C:14]([F:17])([F:16])[F:15])[C:7]=1[C:18]#[C:19][Si](C)(C)C)C.[OH-].[K+]. The catalyst is CC(O)(C)C. The product is [F:12][C:11]1[CH:10]=[CH:9][C:8]([O:13][C:14]([F:15])([F:16])[F:17])=[C:7]2[C:6]=1[NH:5][CH:19]=[CH:18]2. The yield is 0.910. (2) The reactants are [OH-].[Li+].[C:3]([C:7]1[CH:11]=[C:10]([C:12]([O:14]CC)=[O:13])[N:9]([C:17]2[CH:18]=[C:19]3[C:24](=[CH:25][CH:26]=2)[N:23]=[CH:22][CH:21]=[CH:20]3)[N:8]=1)([CH3:6])([CH3:5])[CH3:4]. The catalyst is O1CCOCC1.O.CCO. The product is [C:3]([C:7]1[CH:11]=[C:10]([C:12]([OH:14])=[O:13])[N:9]([C:17]2[CH:18]=[C:19]3[C:24](=[CH:25][CH:26]=2)[N:23]=[CH:22][CH:21]=[CH:20]3)[N:8]=1)([CH3:6])([CH3:4])[CH3:5]. The yield is 0.940. (3) The reactants are Cl[CH2:2][C:3]1[N:7]=[C:6]([CH2:8][CH2:9][C:10]([OH:12])=[O:11])[O:5][N:4]=1.CN(C)C=O.[NH:18]1[CH2:23][CH2:22][O:21][CH2:20][CH2:19]1.[OH-].[Na+:25]. The catalyst is CO. The product is [N:18]1([CH2:2][C:3]2[N:7]=[C:6]([CH2:8][CH2:9][C:10]([O-:12])=[O:11])[O:5][N:4]=2)[CH2:23][CH2:22][O:21][CH2:20][CH2:19]1.[Na+:25]. The yield is 0.680. (4) The reactants are N.[O:2]1[CH:6]=[CH:5][C:4]([O:7][CH2:8][C@@H:9]2[O:13][C:12](=[O:14])[N:11]([C:15]3[CH:20]=[CH:19][C:18]([C:21]4[CH2:27][CH:26]5[N:28]([C:29](=[O:35])[CH2:30][O:31]C(=O)C)[CH:23]([CH2:24][CH2:25]5)[CH:22]=4)=[C:17]([F:36])[CH:16]=3)[CH2:10]2)=[N:3]1. The catalyst is CCOC(C)=O.CCCC(C)C. The product is [O:2]1[CH:6]=[CH:5][C:4]([O:7][CH2:8][C@@H:9]2[O:13][C:12](=[O:14])[N:11]([C:15]3[CH:20]=[CH:19][C:18]([C:21]4[CH2:27][CH:26]5[N:28]([C:29](=[O:35])[CH2:30][OH:31])[CH:23]([CH2:24][CH2:25]5)[CH:22]=4)=[C:17]([F:36])[CH:16]=3)[CH2:10]2)=[N:3]1. The yield is 0.270. (5) The reactants are Br[CH2:2][C:3]1[NH:8][C:7]([C:9]2[S:10][CH:11]=[CH:12][N:13]=2)=[N:6][CH:5]([C:14]2[CH:19]=[CH:18][C:17]([Cl:20])=[CH:16][C:15]=2[Cl:21])[C:4]=1[C:22]([O:24][CH2:25][CH3:26])=[O:23].[CH3:27][C@H:28]1[O:33][CH2:32][CH2:31][NH:30][C@@H:29]1[C:34]([OH:36])=[O:35]. No catalyst specified. The yield is 0.420. The product is [Cl:21][C:15]1[CH:16]=[C:17]([Cl:20])[CH:18]=[CH:19][C:14]=1[CH:5]1[N:6]=[C:7]([C:9]2[S:10][CH:11]=[CH:12][N:13]=2)[NH:8][C:3]([CH2:2][N:30]2[CH2:31][CH2:32][O:33][C@H:28]([CH3:27])[C@H:29]2[C:34]([OH:36])=[O:35])=[C:4]1[C:22]([O:24][CH2:25][CH3:26])=[O:23]. (6) The reactants are [CH3:1][O:2][C:3]1[C:4]([CH3:34])=[C:5]([C:25]([O:32][CH3:33])=[C:26]([O:30][CH3:31])[C:27]=1[O:28][CH3:29])[CH2:6][C:7]1[CH:8]=[CH:9][C:10](OS(C(F)(F)F)(=O)=O)=[C:11]([CH:16]=1)[C:12]([O:14][CH3:15])=[O:13].C(=O)([O-])[O-].[Na+].[Na+].[Cl-].[Li+].B1([C:49]2[CH:54]=[CH:53][CH:52]=[N:51][CH:50]=2)OCCCO1. The catalyst is C1(C)C=CC=CC=1.C(OCC)(=O)C. The product is [CH3:1][O:2][C:3]1[C:4]([CH3:34])=[C:5]([C:25]([O:32][CH3:33])=[C:26]([O:30][CH3:31])[C:27]=1[O:28][CH3:29])[CH2:6][C:7]1[CH:8]=[CH:9][C:10]([C:49]2[CH:50]=[N:51][CH:52]=[CH:53][CH:54]=2)=[C:11]([CH:16]=1)[C:12]([O:14][CH3:15])=[O:13]. The yield is 0.980. (7) The reactants are [Cl:1][C:2]1[CH:24]=[CH:23][C:5]2[NH:6][C:7]([S:9][C:10]3[C:15]4[NH:16][C:17](=[O:19])[NH:18][C:14]=4[CH:13]=[C:12]([C:20]([OH:22])=[O:21])[CH:11]=3)=[N:8][C:4]=2[CH:3]=1.O[CH2:26][CH2:27][N:28]1[CH2:33][CH2:32][O:31][CH2:30][CH2:29]1.CN(C(ON1N=NC2C=CC=NC1=2)=[N+](C)C)C.F[P-](F)(F)(F)(F)F. The catalyst is CN(C=O)C. The product is [Cl:1][C:2]1[CH:24]=[CH:23][C:5]2[NH:6][C:7]([S:9][C:10]3[C:15]4[NH:16][C:17](=[O:19])[NH:18][C:14]=4[CH:13]=[C:12]([C:20]([O:22][CH2:26][CH2:27][N:28]4[CH2:33][CH2:32][O:31][CH2:30][CH2:29]4)=[O:21])[CH:11]=3)=[N:8][C:4]=2[CH:3]=1. The yield is 0.260.